This data is from Forward reaction prediction with 1.9M reactions from USPTO patents (1976-2016). The task is: Predict the product of the given reaction. (1) Given the reactants [CH3:1][O:2][C:3](=[O:14])[CH2:4][C:5]1[CH:10]=[CH:9][C:8]([N+:11]([O-:13])=[O:12])=[CH:7][CH:6]=1.[H-].[Na+].Br[CH2:18][CH2:19]Br, predict the reaction product. The product is: [CH3:1][O:2][C:3]([C:4]1([C:5]2[CH:6]=[CH:7][C:8]([N+:11]([O-:13])=[O:12])=[CH:9][CH:10]=2)[CH2:19][CH2:18]1)=[O:14]. (2) The product is: [NH2:11][C:10]1[C:9]([OH:8])=[C:15]([F:16])[C:14]([O:17][C:18]2[CH:19]=[N:20][C:21]([S:24]([CH3:27])(=[O:26])=[O:25])=[CH:22][CH:23]=2)=[CH:13][CH:12]=1. Given the reactants C([O:8][C:9]1[C:15]([F:16])=[C:14]([O:17][C:18]2[CH:19]=[N:20][C:21]([S:24]([CH3:27])(=[O:26])=[O:25])=[CH:22][CH:23]=2)[CH:13]=[CH:12][C:10]=1[NH2:11])C1C=CC=CC=1.O1CCCC1, predict the reaction product. (3) Given the reactants [CH:1]1([NH:6][C:7]2[CH:12]=[C:11]([C:13]3[C:21]([C:22]4[CH:27]=[CH:26][N:25]=[C:24]([NH:28][CH:29]([CH3:31])[CH3:30])[N:23]=4)=[C:16]4[CH:17]=[CH:18][CH:19]=[CH:20][N:15]4[N:14]=3)[CH:10]=[CH:9][N:8]=2)[CH2:5][CH2:4][CH2:3][CH2:2]1.C([Li])CCC.C(Cl)(Cl)(Cl)[Cl:38], predict the reaction product. The product is: [Cl:38][C:20]1[N:15]2[N:14]=[C:13]([C:11]3[CH:10]=[CH:9][N:8]=[C:7]([NH:6][CH:1]4[CH2:2][CH2:3][CH2:4][CH2:5]4)[CH:12]=3)[C:21]([C:22]3[CH:27]=[CH:26][N:25]=[C:24]([NH:28][CH:29]([CH3:31])[CH3:30])[N:23]=3)=[C:16]2[CH:17]=[CH:18][CH:19]=1. (4) Given the reactants C([O:8][C:9]1[CH:14]=[C:13]([CH2:15][CH2:16][CH2:17][CH2:18][S:19](CC2C=CC=CC=2)(=[O:21])=[O:20])[CH:12]=[CH:11][C:10]=1[N:29]1[S:33](=[O:35])(=[O:34])[NH:32][C:31](=[O:36])[CH2:30]1)C1C=CC=CC=1.O, predict the reaction product. The product is: [OH:8][C:9]1[CH:14]=[C:13]([CH2:15][CH2:16][CH2:17][CH2:18][S:19]([OH:21])=[O:20])[CH:12]=[CH:11][C:10]=1[N:29]1[CH2:30][C:31](=[O:36])[NH:32][S:33]1(=[O:35])=[O:34]. (5) Given the reactants C([O:8][NH:9][C:10]([CH2:12][CH2:13][CH2:14][CH2:15][CH2:16][NH:17][C:18]([C@@H:20]([NH:31][C:32]([C:34]1[CH:43]=[CH:42][C:41]2[C:36](=[CH:37][CH:38]=[CH:39][CH:40]=2)[CH:35]=1)=[O:33])[CH2:21][C:22]1[C:30]2[C:25](=[CH:26][CH:27]=[CH:28][CH:29]=2)[NH:24][CH:23]=1)=[O:19])=[O:11])C1C=CC=CC=1, predict the reaction product. The product is: [OH:8][NH:9][C:10]([CH2:12][CH2:13][CH2:14][CH2:15][CH2:16][NH:17][C:18]([C@@H:20]([NH:31][C:32]([C:34]1[CH:43]=[CH:42][C:41]2[C:36](=[CH:37][CH:38]=[CH:39][CH:40]=2)[CH:35]=1)=[O:33])[CH2:21][C:22]1[C:30]2[C:25](=[CH:26][CH:27]=[CH:28][CH:29]=2)[NH:24][CH:23]=1)=[O:19])=[O:11]. (6) Given the reactants [N:1]1([C:7]([O:9][C:10]([CH3:13])([CH3:12])[CH3:11])=[O:8])[CH2:6][CH2:5][NH:4][CH2:3][CH2:2]1.[Cl:14][C:15]1[CH:16]=[C:17]([CH:20]=[CH:21][C:22]=1F)[C:18]#[N:19].C([O-])([O-])=O.[K+].[K+], predict the reaction product. The product is: [Cl:14][C:15]1[CH:16]=[C:17]([C:18]#[N:19])[CH:20]=[CH:21][C:22]=1[N:4]1[CH2:5][CH2:6][N:1]([C:7]([O:9][C:10]([CH3:13])([CH3:12])[CH3:11])=[O:8])[CH2:2][CH2:3]1. (7) Given the reactants N[C:2]1[CH:10]=[CH:9][CH:8]=[C:7]2[C:3]=1CO[C:6]2=O.C1([C:15](N2CCN(C(C3C=CC(C=O)=CC=3)=O)CC2)=[O:16])CC1.[O-]S([O-])(=O)=O.[Mg+2].[CH:39]1([C:42]([N:44]2[CH2:49][CH2:48][N:47]([C:50]([C:52]3[CH:69]=[CH:68][C:55](/[CH:56]=[N:57]/[C:58]4[CH:66]=[CH:65][CH:64]=[C:63]5[C:59]=4[CH2:60][O:61][C:62]5=[O:67])=[CH:54][CH:53]=3)=[O:51])[CH2:46][CH2:45]2)=[O:43])[CH2:41][CH2:40]1.C(=O)C1C=CC=CC=1.C[O-].[Na+].C(OCC)(=O)CC, predict the reaction product. The product is: [CH:39]1([C:42]([N:44]2[CH2:49][CH2:48][N:47]([C:50]([C:52]3[CH:69]=[CH:68][C:55]([CH:56]4[CH:6]([C:7]5[CH:8]=[CH:9][CH:10]=[CH:2][CH:3]=5)[C:60](=[O:61])[C:59]5[C:63]([C:62]([O:16][CH3:15])=[O:67])=[CH:64][CH:65]=[CH:66][C:58]=5[NH:57]4)=[CH:54][CH:53]=3)=[O:51])[CH2:46][CH2:45]2)=[O:43])[CH2:41][CH2:40]1. (8) Given the reactants [NH:1]1[C:9]2[C:4](=[C:5]([C:10]3[N:11]=[C:12]([N:22]4[CH2:27][CH2:26][O:25][CH2:24][CH2:23]4)[C:13]4[S:18][C:17]([C:19](O)=[O:20])=[CH:16][C:14]=4[N:15]=3)[CH:6]=[CH:7][CH:8]=2)[CH:3]=[N:2]1.[NH2:28][CH2:29][C:30]([N:32]([CH3:34])[CH3:33])=[O:31], predict the reaction product. The product is: [CH3:33][N:32]([CH3:34])[C:30]([CH2:29][NH:28][C:19]([C:17]1[S:18][C:13]2[C:12]([N:22]3[CH2:23][CH2:24][O:25][CH2:26][CH2:27]3)=[N:11][C:10]([C:5]3[CH:6]=[CH:7][CH:8]=[C:9]4[C:4]=3[CH:3]=[N:2][NH:1]4)=[N:15][C:14]=2[CH:16]=1)=[O:20])=[O:31]. (9) Given the reactants [CH3:1][C:2]([CH2:8][CH3:9])=[C:3]1[CH:7]=[CH:6][CH:5]=[CH:4]1.[CH3:10][Li].O, predict the reaction product. The product is: [CH3:1][C:2]([C:3]1[CH2:7][CH:6]=[CH:5][CH:4]=1)([CH3:10])[CH2:8][CH3:9]. (10) Given the reactants Cl.[Br:2][CH2:3][CH2:4][CH2:5][CH2:6][O:7][C@H:8]1[CH2:13][CH2:12][C@H:11]([NH:14][CH3:15])[CH2:10][CH2:9]1.[N+:16]([C:19]1[CH:24]=[CH:23][C:22]([S:25](Cl)(=[O:27])=[O:26])=[CH:21][CH:20]=1)([O-:18])=[O:17], predict the reaction product. The product is: [Br:2][CH2:3][CH2:4][CH2:5][CH2:6][O:7][C@H:8]1[CH2:9][CH2:10][C@H:11]([N:14]([CH3:15])[S:25]([C:22]2[CH:21]=[CH:20][C:19]([N+:16]([O-:18])=[O:17])=[CH:24][CH:23]=2)(=[O:26])=[O:27])[CH2:12][CH2:13]1.